From a dataset of Reaction yield outcomes from USPTO patents with 853,638 reactions. Predict the reaction yield, written as a fraction of the theoretical maximum amount of product (1.0 means a 100% yield; for example, 0.34 means a 34% yield). (1) The reactants are [CH:1]1([NH:5][CH2:6]/[CH:7]=[CH:8]/[C:9]([O:11][CH3:12])=[O:10])[CH2:4][CH2:3][CH2:2]1.C=O.[BH-](OC(C)=O)(OC(C)=O)O[C:17](C)=O.[Na+]. The catalyst is C1COCC1. The product is [CH:1]1([N:5]([CH3:17])[CH2:6]/[CH:7]=[CH:8]/[C:9]([O:11][CH3:12])=[O:10])[CH2:2][CH2:3][CH2:4]1. The yield is 0.800. (2) The reactants are [F:1][C:2]1[CH:7]=[CH:6][CH:5]=[C:4]([F:8])[C:3]=1[C:9]1[N:14]=[C:13]([C:15]([OH:17])=[O:16])[CH:12]=[CH:11][C:10]=1[F:18].[N+:19]([O-])([OH:21])=[O:20]. The catalyst is OS(O)(=O)=O. The product is [F:1][C:2]1[C:7]([N+:19]([O-:21])=[O:20])=[CH:6][CH:5]=[C:4]([F:8])[C:3]=1[C:9]1[N:14]=[C:13]([C:15]([OH:17])=[O:16])[CH:12]=[CH:11][C:10]=1[F:18]. The yield is 0.850. (3) The reactants are [Cl:1][C:2]1[CH:25]=[CH:24][C:5]([O:6][C:7]([CH3:23])([CH3:22])[CH2:8][O:9][C:10]2[CH:15]=[CH:14][N:13]=[C:12]([NH:16][NH2:17])[C:11]=2[C:18]([F:21])([F:20])[F:19])=[CH:4][CH:3]=1.[CH2:26]([O:28][CH2:29][C:30](Cl)=[O:31])[CH3:27]. No catalyst specified. The product is [Cl:1][C:2]1[CH:3]=[CH:4][C:5]([O:6][C:7]([CH3:23])([CH3:22])[CH2:8][O:9][C:10]2[CH:15]=[CH:14][N:13]=[C:12]([NH:16][NH:17][C:30](=[O:31])[CH2:29][O:28][CH2:26][CH3:27])[C:11]=2[C:18]([F:21])([F:19])[F:20])=[CH:24][CH:25]=1. The yield is 0.830. (4) The reactants are [CH3:1][C:2]1[O:6][N:5]=[C:4]([C:7]2[CH:12]=[CH:11][CH:10]=[CH:9][CH:8]=2)[C:3]=1[CH2:13][OH:14].O[C:16]1[CH:21]=[CH:20][C:19]([C:22]([F:25])([F:24])[F:23])=[CH:18][N:17]=1.C1(P(C2C=CC=CC=2)C2C=CC=CC=2)C=CC=CC=1.N(C(OCC)=O)=NC(OCC)=O. The catalyst is C1COCC1. The product is [CH3:1][C:2]1[O:6][N:5]=[C:4]([C:7]2[CH:12]=[CH:11][CH:10]=[CH:9][CH:8]=2)[C:3]=1[CH2:13][O:14][C:16]1[CH:21]=[CH:20][C:19]([C:22]([F:25])([F:24])[F:23])=[CH:18][N:17]=1. The yield is 0.510. (5) The reactants are [CH3:1][C:2]1[N:7]=[C:6]([C:8]([OH:10])=O)[C:5]([N:11]2[N:15]=[CH:14][CH:13]=[N:12]2)=[CH:4][CH:3]=1.CCN(C(C)C)C(C)C.CN(C(ON1N=NC2C=CC=CC1=2)=[N+](C)C)C.F[P-](F)(F)(F)(F)F.Cl.[N:50]1[CH:55]=[CH:54][CH:53]=[C:52]([O:56][CH2:57][CH:58]2[CH2:63][CH:62]3[NH:64][CH:59]2[CH2:60][CH2:61]3)[N:51]=1.C([O-])(O)=O.[Na+]. The catalyst is CN(C=O)C. The product is [CH3:1][C:2]1[N:7]=[C:6]([C:8]([N:64]2[CH:62]3[CH2:61][CH2:60][CH:59]2[CH:58]([CH2:57][O:56][C:52]2[N:51]=[N:50][CH:55]=[CH:54][CH:53]=2)[CH2:63]3)=[O:10])[C:5]([N:11]2[N:15]=[CH:14][CH:13]=[N:12]2)=[CH:4][CH:3]=1. The yield is 0.280. (6) The reactants are [C:1]([O:5][C:6]([NH:8][C@@H:9]([CH2:21]OS(C)(=O)=O)[CH2:10][C:11]([O:13][CH2:14][C:15]1[CH:20]=[CH:19][CH:18]=[CH:17][CH:16]=1)=[O:12])=[O:7])([CH3:4])([CH3:3])[CH3:2].[NH:27]([CH3:29])[CH3:28]. The catalyst is C1COCC1. The product is [C:1]([O:5][C:6]([NH:8][C@@H:9]([CH2:21][N:27]([CH3:29])[CH3:28])[CH2:10][C:11]([O:13][CH2:14][C:15]1[CH:20]=[CH:19][CH:18]=[CH:17][CH:16]=1)=[O:12])=[O:7])([CH3:4])([CH3:3])[CH3:2]. The yield is 0.250.